This data is from Peptide-MHC class II binding affinity with 134,281 pairs from IEDB. The task is: Regression. Given a peptide amino acid sequence and an MHC pseudo amino acid sequence, predict their binding affinity value. This is MHC class II binding data. (1) The peptide sequence is KWVQMCSRTLKNSHQ. The MHC is DRB5_0101 with pseudo-sequence DRB5_0101. The binding affinity (normalized) is 0.828. (2) The peptide sequence is ERGYVKLEGRVIDLG. The MHC is DRB3_0101 with pseudo-sequence DRB3_0101. The binding affinity (normalized) is 0.492. (3) The binding affinity (normalized) is 0.0658. The MHC is DRB1_0301 with pseudo-sequence DRB1_0301. The peptide sequence is NKYLEEHPSAGKDPK. (4) The peptide sequence is DVDIIVDARLDLSST. The MHC is DRB1_0701 with pseudo-sequence DRB1_0701. The binding affinity (normalized) is 0.241. (5) The binding affinity (normalized) is 0.492. The peptide sequence is TFWMGSHEVNGTWMI. The MHC is HLA-DQA10102-DQB10501 with pseudo-sequence HLA-DQA10102-DQB10501.